The task is: Predict the product of the given reaction.. This data is from Forward reaction prediction with 1.9M reactions from USPTO patents (1976-2016). (1) Given the reactants [Cl:1][C:2]1[CH:7]=[CH:6][CH:5]=[C:4]([Cl:8])[C:3]=1[CH:9]1[C:14]([C:15]([O:17][CH3:18])=[O:16])=[C:13]([CH2:19][CH2:20][C:21]2[S:22][CH:23]=[CH:24][N:25]=2)[NH:12][C:11]([CH2:26][C:27](O)=[O:28])=[C:10]1[C:30]([O:32][CH3:33])=[O:31].[N:34]1([C@H:40]2[CH:45]3[CH2:46][CH2:47][N:42]([CH2:43][CH2:44]3)[CH2:41]2)[CH2:39][CH2:38][NH:37][CH2:36][CH2:35]1, predict the reaction product. The product is: [N:42]12[CH2:43][CH2:44][CH:45]([CH2:46][CH2:47]1)[C@H:40]([N:34]1[CH2:35][CH2:36][N:37]([C:27](=[O:28])[CH2:26][C:11]3[NH:12][C:13]([CH2:19][CH2:20][C:21]4[S:22][CH:23]=[CH:24][N:25]=4)=[C:14]([C:15]([O:17][CH3:18])=[O:16])[CH:9]([C:3]4[C:4]([Cl:8])=[CH:5][CH:6]=[CH:7][C:2]=4[Cl:1])[C:10]=3[C:30]([O:32][CH3:33])=[O:31])[CH2:38][CH2:39]1)[CH2:41]2. (2) Given the reactants C([C:5]1C=C(C)C=C(C(C)(C)C)[C:6]=1[OH:16])(C)(C)C.[C:17]([O-:30])(=[O:29])[CH2:18][CH2:19]CCCCCCCCC.[C:17]([O-:30])(=[O:29])[CH2:18][CH2:19]CCCCCCCCC.C([Sn+2]CCCC)CCC.[N:54](C1C=CC(OP(OC2C=CC(N=C=O)=CC=2)(OC2C=CC(N=C=O)=CC=2)=S)=CC=1)=[C:55]=[O:56].C(OCCO)(=O)C=C.[N-]=C=O, predict the reaction product. The product is: [C:17]([OH:30])(=[O:29])[CH:18]=[CH2:19].[NH2:54][C:55]([O:16][CH2:6][CH3:5])=[O:56]. (3) Given the reactants [NH2:1][C:2]1[CH:7]=[CH:6][CH:5]=[CH:4][C:3]=1[S:8]([NH2:11])(=[O:10])=[O:9].[F:12][C:13]1[C:18]([F:19])=[CH:17][CH:16]=[CH:15][C:14]=1[S:20](Cl)(=[O:22])=[O:21], predict the reaction product. The product is: [F:12][C:13]1[C:18]([F:19])=[CH:17][CH:16]=[CH:15][C:14]=1[S:20]([NH:1][C:2]1[CH:7]=[CH:6][CH:5]=[CH:4][C:3]=1[S:8](=[O:9])(=[O:10])[NH2:11])(=[O:22])=[O:21]. (4) Given the reactants BrC1C=CC(C#C)=[CH:4][C:3]=1[C:10]1[CH:15]=[C:14]([O:16][CH3:17])[CH:13]=[CH:12][C:11]=1[O:18][CH3:19].[C:33]1(P([C:33]2[CH:38]=[CH:37][CH:36]=[CH:35][CH:34]=2)[C:33]2[CH:38]=[CH:37][CH:36]=[CH:35][CH:34]=2)[CH:38]=[CH:37][CH:36]=[CH:35][CH:34]=1.CCN(C(C)C)C(C)C.[CH3:48][Si:49]([C:52]#[CH:53])([CH3:51])[CH3:50], predict the reaction product. The product is: [CH3:19][O:18][C:11]1([C:33]2[CH:34]=[C:35]([C:53]#[C:52][Si:49]([CH3:51])([CH3:50])[CH3:48])[CH:36]=[CH:37][CH:38]=2)[CH:12]=[CH:13][C:14]([O:16][CH3:17])=[CH:15][CH:10]1[C:3]#[CH:4]. (5) Given the reactants [CH3:1][C:2]1[C:3]2[N:4]([C:8]([C@@H:29]3[CH2:34][CH2:33][CH2:32][CH2:31][NH:30]3)=[N:9][C:10]=2[C:11]2[CH:28]=[CH:27][C:14]([C:15]([NH:17][C:18]3[CH:23]=[C:22]([CH2:24][CH2:25][CH3:26])[CH:21]=[CH:20][N:19]=3)=[O:16])=[CH:13][CH:12]=2)[CH:5]=[CH:6][N:7]=1.[CH:35]([S:37](Cl)(=[O:39])=[O:38])=[CH2:36], predict the reaction product. The product is: [CH3:1][C:2]1[C:3]2[N:4]([C:8]([C@@H:29]3[CH2:34][CH2:33][CH2:32][CH2:31][N:30]3[S:37]([CH:35]=[CH2:36])(=[O:39])=[O:38])=[N:9][C:10]=2[C:11]2[CH:28]=[CH:27][C:14]([C:15]([NH:17][C:18]3[CH:23]=[C:22]([CH2:24][CH2:25][CH3:26])[CH:21]=[CH:20][N:19]=3)=[O:16])=[CH:13][CH:12]=2)[CH:5]=[CH:6][N:7]=1. (6) Given the reactants [C:1]([O:5][C:6](=[O:28])[NH:7][CH2:8][C:9]1[CH:14]=[CH:13][C:12]([CH2:15][NH:16][CH2:17][CH2:18][CH2:19][CH2:20][N:21]([CH2:25][CH2:26][CH3:27])[CH2:22][CH2:23][CH3:24])=[CH:11][CH:10]=1)([CH3:4])([CH3:3])[CH3:2].C([BH3-])#N.[Na+].[C:33](O)(=O)[CH3:34].C(=O)C, predict the reaction product. The product is: [C:1]([O:5][C:6](=[O:28])[NH:7][CH2:8][C:9]1[CH:10]=[CH:11][C:12]([CH2:15][N:16]([CH2:17][CH2:18][CH2:19][CH2:20][N:21]([CH2:22][CH2:23][CH3:24])[CH2:25][CH2:26][CH3:27])[CH2:33][CH3:34])=[CH:13][CH:14]=1)([CH3:3])([CH3:4])[CH3:2]. (7) The product is: [C:15]([O:19][C:20]([N:22]1[CH2:27][CH2:26][CH:25]([CH2:28][NH:29][CH:10]2[CH2:9][CH2:8][C:7]3[C:12](=[CH:13][C:4]([N+:1]([O-:3])=[O:2])=[CH:5][CH:6]=3)[CH2:11]2)[CH2:24][CH2:23]1)=[O:21])([CH3:18])([CH3:17])[CH3:16]. Given the reactants [N+:1]([C:4]1[CH:13]=[C:12]2[C:7]([CH2:8][CH2:9][C:10](=O)[CH2:11]2)=[CH:6][CH:5]=1)([O-:3])=[O:2].[C:15]([O:19][C:20]([N:22]1[CH2:27][CH2:26][CH:25]([CH2:28][NH2:29])[CH2:24][CH2:23]1)=[O:21])([CH3:18])([CH3:17])[CH3:16].C(O[BH-](OC(=O)C)OC(=O)C)(=O)C.[Na+].CO.C(Cl)Cl, predict the reaction product. (8) The product is: [Br:21][C:22]1[CH:23]=[C:24]([C:35]([NH:1][CH2:2][C:3]2[C:4]([CH3:20])=[CH:5][C:6]([CH2:11][NH:12][C:13](=[O:19])[O:14][C:15]([CH3:16])([CH3:17])[CH3:18])=[N:7][C:8]=2[O:9][CH3:10])=[O:36])[C:25]2[C:26]([CH3:34])=[CH:27][N:28]([CH:31]([CH3:32])[CH3:33])[C:29]=2[CH:30]=1. Given the reactants [NH2:1][CH2:2][C:3]1[C:4]([CH3:20])=[CH:5][C:6]([CH2:11][NH:12][C:13](=[O:19])[O:14][C:15]([CH3:18])([CH3:17])[CH3:16])=[N:7][C:8]=1[O:9][CH3:10].[Br:21][C:22]1[CH:23]=[C:24]([C:35](O)=[O:36])[C:25]2[C:26]([CH3:34])=[CH:27][N:28]([CH:31]([CH3:33])[CH3:32])[C:29]=2[CH:30]=1.C1C=NC2N(O)N=NC=2C=1.C(Cl)CCl, predict the reaction product.